Task: Predict the reaction yield, written as a fraction of the theoretical maximum amount of product (1.0 means a 100% yield; for example, 0.34 means a 34% yield).. Dataset: Reaction yield outcomes from USPTO patents with 853,638 reactions (1) The reactants are S(O)(O)(=O)=O.[NH2:6][CH2:7][C:8]#[N:9].[CH2:10]([N:17]=[C:18]=[O:19])[C:11]1[CH:16]=[CH:15][CH:14]=[CH:13][CH:12]=1.C(N(CC)C(C)C)(C)C. The catalyst is O1CCCC1. The product is [CH2:10]([NH:17][C:18]([NH:9][CH2:8][C:7]#[N:6])=[O:19])[C:11]1[CH:16]=[CH:15][CH:14]=[CH:13][CH:12]=1. The yield is 0.700. (2) The reactants are [C:1]1([C:35]2[CH:40]=[CH:39][CH:38]=[CH:37][CH:36]=2)[CH:6]=[CH:5][CH:4]=[CH:3][C:2]=1[CH2:7][CH2:8][NH:9][C:10]([C:12]1[CH:34]=[CH:33][C:15]([O:16][C:17]2[CH:26]=[C:25]3[C:20]([CH:21]([C:27]([O:29]CC)=[O:28])[CH2:22][CH2:23][O:24]3)=[CH:19][C:18]=2[Cl:32])=[CH:14][CH:13]=1)=[O:11].[OH-].[Na+].C(O)C. The catalyst is C1COCC1.C(OCC)(=O)C.Cl. The product is [C:1]1([C:35]2[CH:36]=[CH:37][CH:38]=[CH:39][CH:40]=2)[CH:6]=[CH:5][CH:4]=[CH:3][C:2]=1[CH2:7][CH2:8][NH:9][C:10]([C:12]1[CH:13]=[CH:14][C:15]([O:16][C:17]2[CH:26]=[C:25]3[C:20]([CH:21]([C:27]([OH:29])=[O:28])[CH2:22][CH2:23][O:24]3)=[CH:19][C:18]=2[Cl:32])=[CH:33][CH:34]=1)=[O:11]. The yield is 0.940.